This data is from Forward reaction prediction with 1.9M reactions from USPTO patents (1976-2016). The task is: Predict the product of the given reaction. (1) Given the reactants [CH2:1]([O:3][C:4]([N:6]1[CH2:11][CH2:10][CH:9]([NH:12][C:13]2[CH:18]=[CH:17][C:16]([F:19])=[CH:15][C:14]=2[NH2:20])[CH2:8][CH2:7]1)=[O:5])[CH3:2].C(N(CC)CC)C.[O:28]=[C:29](Cl)OC(Cl)(Cl)Cl, predict the reaction product. The product is: [CH2:1]([O:3][C:4]([N:6]1[CH2:7][CH2:8][CH:9]([N:12]2[C:13]3[CH:18]=[CH:17][C:16]([F:19])=[CH:15][C:14]=3[NH:20][C:29]2=[O:28])[CH2:10][CH2:11]1)=[O:5])[CH3:2]. (2) Given the reactants [F:1][CH:2]([F:28])[C:3]1[CH:12]=[C:11]2[C:6]([C:7](=[O:19])[N:8]([NH:14][S:15]([CH3:18])(=[O:17])=[O:16])[C:9](=[O:13])[NH:10]2)=[CH:5][C:4]=1[C:20]1[N:21]([CH:25]([CH3:27])[CH3:26])[N:22]=[CH:23][CH:24]=1.Cl[C:30]([O:32][CH2:33][CH3:34])=[O:31], predict the reaction product. The product is: [CH2:33]([O:32][C:30](=[O:31])[N:14]([N:8]1[C:7](=[O:19])[C:6]2[C:11](=[CH:12][C:3]([CH:2]([F:1])[F:28])=[C:4]([C:20]3[N:21]([CH:25]([CH3:26])[CH3:27])[N:22]=[CH:23][CH:24]=3)[CH:5]=2)[NH:10][C:9]1=[O:13])[S:15]([CH3:18])(=[O:16])=[O:17])[CH3:34]. (3) Given the reactants [Cl:1][C:2]1[CH:7]=[CH:6][C:5]([C:8]2([C:11]([OH:13])=O)[CH2:10][CH2:9]2)=[CH:4][CH:3]=1.[CH3:14][O:15][C:16]1[CH:21]=[CH:20][C:19]([CH2:22][CH2:23][NH2:24])=[CH:18][CH:17]=1.Cl.C(N=C=NCCCN(C)C)C, predict the reaction product. The product is: [Cl:1][C:2]1[CH:3]=[CH:4][C:5]([C:8]2([C:11]([NH:24][CH2:23][CH2:22][C:19]3[CH:20]=[CH:21][C:16]([O:15][CH3:14])=[CH:17][CH:18]=3)=[O:13])[CH2:9][CH2:10]2)=[CH:6][CH:7]=1. (4) Given the reactants [CH3:1][C:2]1[N:3]=[C:4]2[S:19][CH:18]=[CH:17][N:5]2[C:6](=[O:16])[C:7]=1[C:8]1[CH:15]=[CH:14][C:11]([C:12]#[N:13])=[CH:10][CH:9]=1.[CH3:20][O:21][C:22]1[C:23]([O:30][CH2:31][C:32]([CH3:35])([CH3:34])[CH3:33])=[C:24]([CH:27]=[CH:28][CH:29]=1)[CH:25]=O.[O-]CC.[Na+], predict the reaction product. The product is: [CH3:20][O:21][C:22]1[C:23]([O:30][CH2:31][C:32]([CH3:35])([CH3:34])[CH3:33])=[C:24](/[CH:25]=[CH:1]/[C:2]2[N:3]=[C:4]3[S:19][CH:18]=[CH:17][N:5]3[C:6](=[O:16])[C:7]=2[C:8]2[CH:9]=[CH:10][C:11]([C:12]#[N:13])=[CH:14][CH:15]=2)[CH:27]=[CH:28][CH:29]=1. (5) Given the reactants [CH3:1][O:2][C:3]1[CH:4]=[C:5](B(O)O)[CH:6]=[CH:7][CH:8]=1.[Br:12][C:13]1[CH:14]=[N:15][CH:16]=[C:17](Br)[CH:18]=1.C(Cl)Cl, predict the reaction product. The product is: [Br:12][C:13]1[CH:14]=[N:15][CH:16]=[C:17]([C:5]2[CH:6]=[CH:7][CH:8]=[C:3]([O:2][CH3:1])[CH:4]=2)[CH:18]=1. (6) Given the reactants [NH2:1][C:2]1[S:3][CH:4]=[C:5]([C:7]2[CH:15]=[CH:14][C:10]([C:11]([OH:13])=O)=[CH:9][CH:8]=2)[N:6]=1.CN(C(ON1N=NC2[CH:27]=[CH:28][CH:29]=[N:30]C1=2)=[N+](C)C)C.F[P-](F)(F)(F)(F)F.CCN(C(C)C)C(C)C.C1(N)CC1, predict the reaction product. The product is: [NH2:1][C:2]1[S:3][CH:4]=[C:5]([C:7]2[CH:8]=[CH:9][C:10]([C:11]([NH:30][CH:29]3[CH2:27][CH2:28]3)=[O:13])=[CH:14][CH:15]=2)[N:6]=1. (7) Given the reactants [C:1]1([C:12]([OH:14])=O)[CH:2]=[CH:3][CH:4]=[C:5]2[CH2:11][CH2:10][CH2:9][CH:8]=[CH:7][C:6]=12.Cl.C(N=C=NCCCN(C)C)C.O.ON1C2C=CC=CC=2N=N1.[NH2:38][CH:39]([CH2:49][C:50]1[CH:55]=[CH:54][C:53]([CH2:56][C:57]([F:63])([F:62])[C:58]([F:61])([F:60])[F:59])=[CH:52][CH:51]=1)[CH:40]([C:42]1[CH:47]=[CH:46][CH:45]=[C:44]([Cl:48])[CH:43]=1)[OH:41], predict the reaction product. The product is: [F:63][C:57]([F:62])([C:58]([F:59])([F:61])[F:60])[CH2:56][C:53]1[CH:54]=[CH:55][C:50]([CH2:49][CH:39]([NH:38][C:12]([C:1]2[CH:2]=[CH:3][CH:4]=[C:5]3[CH2:11][CH2:10][CH2:9][CH:8]=[CH:7][C:6]=23)=[O:14])[CH:40]([C:42]2[CH:47]=[CH:46][CH:45]=[C:44]([Cl:48])[CH:43]=2)[OH:41])=[CH:51][CH:52]=1. (8) The product is: [OH:1][C:2]1[C:7]([C:8]([NH:48][CH:49]([C:64]2[CH:65]=[CH:66][CH:67]=[CH:68][CH:69]=2)[C:50]2[CH:51]=[CH:52][C:53]([P:56](=[O:63])([O:60][CH2:61][CH3:62])[O:57][CH2:58][CH3:59])=[N:54][CH:55]=2)=[O:10])=[CH:6][N:5]=[C:4]([C:11]2[CH:16]=[CH:15][CH:14]=[CH:13][N:12]=2)[N:3]=1. Given the reactants [OH:1][C:2]1[C:7]([C:8]([OH:10])=O)=[CH:6][N:5]=[C:4]([C:11]2[CH:16]=[CH:15][CH:14]=[CH:13][N:12]=2)[N:3]=1.CN(C(ON1N=NC2C=CC=NC1=2)=[N+](C)C)C.F[P-](F)(F)(F)(F)F.CCN(CC)CC.[NH2:48][CH:49]([C:64]1[CH:69]=[CH:68][CH:67]=[CH:66][CH:65]=1)[C:50]1[CH:51]=[CH:52][C:53]([P:56](=[O:63])([O:60][CH2:61][CH3:62])[O:57][CH2:58][CH3:59])=[N:54][CH:55]=1, predict the reaction product.